This data is from NCI-60 drug combinations with 297,098 pairs across 59 cell lines. The task is: Regression. Given two drug SMILES strings and cell line genomic features, predict the synergy score measuring deviation from expected non-interaction effect. Drug 1: CC1=C2C(C(=O)C3(C(CC4C(C3C(C(C2(C)C)(CC1OC(=O)C(C(C5=CC=CC=C5)NC(=O)OC(C)(C)C)O)O)OC(=O)C6=CC=CC=C6)(CO4)OC(=O)C)OC)C)OC. Drug 2: N.N.Cl[Pt+2]Cl. Cell line: NCI-H460. Synergy scores: CSS=79.7, Synergy_ZIP=27.0, Synergy_Bliss=26.7, Synergy_Loewe=2.18, Synergy_HSA=25.8.